From a dataset of Forward reaction prediction with 1.9M reactions from USPTO patents (1976-2016). Predict the product of the given reaction. (1) Given the reactants C1(C(=[N:14][CH:15]([CH2:21][CH:22]=[C:23]2[CH2:28][CH2:27][O:26][CH2:25][CH2:24]2)[C:16]([O:18][CH2:19][CH3:20])=[O:17])C2C=CC=CC=2)C=CC=CC=1.O.C(O)(=O)C, predict the reaction product. The product is: [NH2:14][CH:15]([CH2:21][CH:22]=[C:23]1[CH2:24][CH2:25][O:26][CH2:27][CH2:28]1)[C:16]([O:18][CH2:19][CH3:20])=[O:17]. (2) The product is: [CH3:1][O:2][C:3](=[O:29])[CH2:4][C:5]1[CH:6]=[C:7]([C:13]2[CH:18]=[CH:17][C:16]([C:19]([F:21])([F:20])[F:22])=[CH:15][C:14]=2[CH2:23][N:24]([C:30](=[O:32])[CH3:31])[CH2:25][C:26](=[O:28])[NH2:27])[C:8]([O:11][CH3:12])=[CH:9][CH:10]=1. Given the reactants [CH3:1][O:2][C:3](=[O:29])[CH2:4][C:5]1[CH:6]=[C:7]([C:13]2[CH:18]=[CH:17][C:16]([C:19]([F:22])([F:21])[F:20])=[CH:15][C:14]=2[CH2:23][NH:24][CH2:25][C:26](=[O:28])[NH2:27])[C:8]([O:11][CH3:12])=[CH:9][CH:10]=1.[C:30](Cl)(=[O:32])[CH3:31], predict the reaction product. (3) The product is: [Br:1][C:2]1[CH:17]=[CH:16][C:5]2[N:6]=[C:7]([C:9]3[CH:10]=[CH:11][C:12]([O:15][CH2:20][CH2:21][N:22]4[CH2:27][CH2:26][O:25][CH2:24][CH2:23]4)=[CH:13][CH:14]=3)[O:8][C:4]=2[CH:3]=1. Given the reactants [Br:1][C:2]1[CH:17]=[CH:16][C:5]2[N:6]=[C:7]([C:9]3[CH:14]=[CH:13][C:12]([OH:15])=[CH:11][CH:10]=3)[O:8][C:4]=2[CH:3]=1.Cl.Cl[CH2:20][CH2:21][N:22]1[CH2:27][CH2:26][O:25][CH2:24][CH2:23]1, predict the reaction product. (4) Given the reactants Cl[C:2]1[C:11]2[C:6](=[CH:7][CH:8]=[CH:9][CH:10]=2)[N:5]=[C:4]2[N:12]([C:15]3[CH:20]=[CH:19][CH:18]=[CH:17][N:16]=3)[N:13]=[CH:14][C:3]=12.C([OH:23])C, predict the reaction product. The product is: [N:16]1[CH:17]=[CH:18][CH:19]=[CH:20][C:15]=1[N:12]1[C:4]2[NH:5][C:6]3[C:11]([C:2](=[O:23])[C:3]=2[CH:14]=[N:13]1)=[CH:10][CH:9]=[CH:8][CH:7]=3.